Dataset: Forward reaction prediction with 1.9M reactions from USPTO patents (1976-2016). Task: Predict the product of the given reaction. (1) Given the reactants [CH3:1][O:2][C:3]1[CH:8]=[CH:7][C:6]([C:9]2[CH:14]=[CH:13][N:12]=[C:11]([NH2:15])[C:10]=2[NH2:16])=[CH:5][CH:4]=1.[CH3:17][S:18]([C:21]1[CH:29]=[CH:28][C:24]([C:25](O)=O)=[CH:23][CH:22]=1)(=[O:20])=[O:19], predict the reaction product. The product is: [CH3:1][O:2][C:3]1[CH:8]=[CH:7][C:6]([C:9]2[CH:14]=[CH:13][N:12]=[C:11]3[NH:15][C:25]([C:24]4[CH:23]=[CH:22][C:21]([S:18]([CH3:17])(=[O:20])=[O:19])=[CH:29][CH:28]=4)=[N:16][C:10]=23)=[CH:5][CH:4]=1. (2) Given the reactants Br[C:2]1[CH:3]=[C:4]([N:11]2[CH2:16][CH2:15][N:14]([CH3:17])[CH2:13][CH2:12]2)[CH:5]=[CH:6][C:7]=1[N+:8]([O-:10])=[O:9].[C:18]1(B(O)O)[CH2:23][CH2:22][CH2:21][CH2:20][CH:19]=1, predict the reaction product. The product is: [C:18]1([C:2]2[CH:3]=[C:4]([N:11]3[CH2:16][CH2:15][N:14]([CH3:17])[CH2:13][CH2:12]3)[CH:5]=[CH:6][C:7]=2[N+:8]([O-:10])=[O:9])[CH2:23][CH2:22][CH2:21][CH2:20][CH:19]=1. (3) Given the reactants [C:1]([CH2:3][CH2:4][CH2:5][CH2:6][CH2:7][NH:8][C:9]([NH:11][C@@:12]([C:27]1[CH:32]=[C:31]([O:33][C:34]([F:39])([F:38])[CH:35]([F:37])[F:36])[CH:30]=[C:29]([F:40])[CH:28]=1)([C:20]1[CH:25]=[CH:24][C:23]([F:26])=[CH:22][CH:21]=1)[CH2:13][C:14]1[CH:19]=[CH:18][CH:17]=[CH:16][CH:15]=1)=[O:10])#[N:2].[Si]([N:45]=[N+:46]=[N-:47])(C)(C)C, predict the reaction product. The product is: [N:2]1[NH:45][N:46]=[N:47][C:1]=1[CH2:3][CH2:4][CH2:5][CH2:6][CH2:7][NH:8][C:9]([NH:11][C@@:12]([C:27]1[CH:32]=[C:31]([O:33][C:34]([F:38])([F:39])[CH:35]([F:36])[F:37])[CH:30]=[C:29]([F:40])[CH:28]=1)([C:20]1[CH:25]=[CH:24][C:23]([F:26])=[CH:22][CH:21]=1)[CH2:13][C:14]1[CH:15]=[CH:16][CH:17]=[CH:18][CH:19]=1)=[O:10]. (4) Given the reactants [CH3:1][C:2]1[CH:7]=[C:6]([CH3:8])[CH:5]=[CH:4][C:3]=1[C:9]1[C:13]([C:14]([OH:16])=O)=[CH:12][O:11][N:10]=1.Cl.[NH:18]1[CH2:23][CH2:22][CH2:21][C@@H:20]([C:24]([OH:27])([CH3:26])[CH3:25])[CH2:19]1.CCN(CC)CC, predict the reaction product. The product is: [CH3:1][C:2]1[CH:7]=[C:6]([CH3:8])[CH:5]=[CH:4][C:3]=1[C:9]1[C:13]([C:14]([N:18]2[CH2:23][CH2:22][CH2:21][C@@H:20]([C:24]([OH:27])([CH3:26])[CH3:25])[CH2:19]2)=[O:16])=[CH:12][O:11][N:10]=1. (5) Given the reactants [CH2:1]([O:3][C:4](=[O:18])[C:5]([C:16]#[N:17])([CH3:15])[CH2:6][CH2:7][O:8][C:9](=[O:14])[C:10]([CH3:13])([CH3:12])[CH3:11])[CH3:2].C(O)C.Cl.[H][H], predict the reaction product. The product is: [CH2:1]([O:3][C:4](=[O:18])[C:5]([CH2:16][NH2:17])([CH3:15])[CH2:6][CH2:7][O:8][C:9](=[O:14])[C:10]([CH3:11])([CH3:13])[CH3:12])[CH3:2]. (6) Given the reactants Cl[C:2]1[C:3]2[CH2:12][CH2:11][CH2:10][NH:9][C:4]=2[N:5]=[C:6]([NH2:8])[N:7]=1.[Cl:13][C:14]1[C:19]([Cl:20])=[CH:18][CH:17]=[CH:16][C:15]=1B(O)O.C([O-])([O-])=O.[Na+].[Na+], predict the reaction product. The product is: [Cl:13][C:14]1[C:19]([Cl:20])=[CH:18][CH:17]=[CH:16][C:15]=1[C:2]1[C:3]2[CH2:12][CH2:11][CH2:10][NH:9][C:4]=2[N:5]=[C:6]([NH2:8])[N:7]=1. (7) Given the reactants [NH:1]([C:191]([CH3:193])=[O:192])[C@H:2]([C:27]([NH:29][C@H:30]([C:35]([NH:37][C@H:38]([C:47]([NH:49][C@H:50]([C:55]([NH:57][C@H:58]([C:83]([NH:85][C@H:86]([C:91]([NH:93][C@H:94]([C:96]([NH:98][C@H:99]([C:104]([NH:106][C@H:107]([C:132]([NH:134][C@H:135]([C:140]([NH:142][C@H:143]([C:152]([NH:154][C@H:155]([C:160]([NH:162][C@H:163]([C:188]([NH2:190])=[O:189])[CH2:164][CH2:165][CH2:166][NH:167][C:168](=[NH:187])[NH:169]S(C1C(C)=C2C(OC(C2)(C)C)=C(C)C=1C)(=O)=O)=[O:161])[CH2:156][CH:157]([CH3:159])[CH3:158])=[O:153])[CH2:144][C:145](=[O:151])[O:146]C(C)(C)C)=[O:141])[CH2:136][CH:137]([CH3:139])[CH3:138])=[O:133])[CH2:108][CH2:109][CH2:110][NH:111][C:112](=[NH:131])[NH:113]S(C1C(C)=C2C(OC(C2)(C)C)=C(C)C=1C)(=O)=O)=[O:105])[CH2:100][CH:101]([CH3:103])[CH3:102])=[O:97])[CH3:95])=[O:92])[CH2:87][CH:88]([CH3:90])[CH3:89])=[O:84])[CH2:59][CH2:60][CH2:61][NH:62][C:63](=[NH:82])[NH:64]S(C1C(C)=C2C(OC(C2)(C)C)=C(C)C=1C)(=O)=O)=[O:56])[CH2:51][CH:52]([CH3:54])[CH3:53])=[O:48])[CH2:39][C:40](=[O:46])[O:41]C(C)(C)C)=[O:36])[CH2:31][CH:32]([CH3:34])[CH3:33])=[O:28])[CH2:3][CH2:4][CH2:5][NH:6][C:7](=[NH:26])[NH:8]S(C1C(C)=C2C(OC(C2)(C)C)=C(C)C=1C)(=O)=O.C(O)(C(F)(F)F)=O, predict the reaction product. The product is: [NH:1]([C:191]([CH3:193])=[O:192])[C@H:2]([C:27]([NH:29][C@H:30]([C:35]([NH:37][C@H:38]([C:47]([NH:49][C@H:50]([C:55]([NH:57][C@H:58]([C:83]([NH:85][C@H:86]([C:91]([NH:93][C@H:94]([C:96]([NH:98][C@H:99]([C:104]([NH:106][C@H:107]([C:132]([NH:134][C@H:135]([C:140]([NH:142][C@H:143]([C:152]([NH:154][C@H:155]([C:160]([NH:162][C@H:163]([C:188]([NH2:190])=[O:189])[CH2:164][CH2:165][CH2:166][NH:167][C:168](=[NH:169])[NH2:187])=[O:161])[CH2:156][CH:157]([CH3:158])[CH3:159])=[O:153])[CH2:144][C:145](=[O:146])[OH:151])=[O:141])[CH2:136][CH:137]([CH3:138])[CH3:139])=[O:133])[CH2:108][CH2:109][CH2:110][NH:111][C:112](=[NH:113])[NH2:131])=[O:105])[CH2:100][CH:101]([CH3:103])[CH3:102])=[O:97])[CH3:95])=[O:92])[CH2:87][CH:88]([CH3:90])[CH3:89])=[O:84])[CH2:59][CH2:60][CH2:61][NH:62][C:63](=[NH:64])[NH2:82])=[O:56])[CH2:51][CH:52]([CH3:54])[CH3:53])=[O:48])[CH2:39][C:40](=[O:41])[OH:46])=[O:36])[CH2:31][CH:32]([CH3:33])[CH3:34])=[O:28])[CH2:3][CH2:4][CH2:5][NH:6][C:7](=[NH:8])[NH2:26]. (8) Given the reactants [CH3:1]C(C)([O-])C.[K+].[Cl:7][C:8]1[CH:15]=[CH:14][CH:13]=[C:12]([F:16])[C:9]=1[CH:10]=O, predict the reaction product. The product is: [Cl:7][C:8]1[CH:15]=[CH:14][CH:13]=[C:12]([F:16])[C:9]=1[CH:10]=[CH2:1].